This data is from Catalyst prediction with 721,799 reactions and 888 catalyst types from USPTO. The task is: Predict which catalyst facilitates the given reaction. (1) The catalyst class is: 36. Reactant: [O:1]=[C:2]1[CH2:7][CH2:6][O:5][CH2:4][CH:3]1[S:8]([NH2:11])(=[O:10])=[O:9].[BH4-].[Na+].Cl. Product: [OH:1][CH:2]1[CH2:7][CH2:6][O:5][CH2:4][CH:3]1[S:8]([NH2:11])(=[O:10])=[O:9]. (2) Reactant: [NH2:1][CH:2]1[CH2:7][CH2:6][N:5]([CH2:8][CH:9]2[N:19]3[C:20]4[N:11]([C:12](=[O:22])[CH:13]=[CH:14][C:15]=4[N:16]=[CH:17][C:18]3=[O:21])[CH2:10]2)[CH2:4][CH2:3]1.C(Cl)(Cl)[Cl:24].[O:27]1[C:36]2[CH:35]=[C:34]([CH:37]=O)[N:33]=[CH:32][C:31]=2[O:30][CH2:29][CH2:28]1.C(O[BH-](OC(=O)C)OC(=O)C)(=O)C.[Na+]. Product: [ClH:24].[O:27]1[C:36]2[CH:35]=[C:34]([CH2:37][NH:1][CH:2]3[CH2:7][CH2:6][N:5]([CH2:8][CH:9]4[N:19]5[C:20]6[N:11]([C:12](=[O:22])[CH:13]=[CH:14][C:15]=6[N:16]=[CH:17][C:18]5=[O:21])[CH2:10]4)[CH2:4][CH2:3]3)[N:33]=[CH:32][C:31]=2[O:30][CH2:29][CH2:28]1. The catalyst class is: 5. (3) The catalyst class is: 201. Reactant: [CH2:1]([N:3]1[CH2:12][CH2:11][C:10]2[C:5](=[C:6]([O:15][CH3:16])[CH:7]=[C:8]([O:13]C)[CH:9]=2)[CH2:4]1)[CH3:2].C(=O)([O-])O.[Na+]. Product: [CH2:1]([N:3]1[CH2:12][CH2:11][C:10]2[C:5](=[C:6]([O:15][CH3:16])[CH:7]=[C:8]([OH:13])[CH:9]=2)[CH2:4]1)[CH3:2]. (4) Reactant: [Cl:1][C:2]1[CH:7]=[C:6]([Cl:8])[CH:5]=[CH:4][C:3]=1[C:9]([C:11]1[O:12][C:13]2[CH:23]=[C:22]([OH:24])[CH:21]=[CH:20][C:14]=2[C:15]=1[C:16]([F:19])([F:18])[F:17])=[O:10].N1C=CC=CC=1.[F:31][C:32]([F:45])([F:44])[S:33](O[S:33]([C:32]([F:45])([F:44])[F:31])(=[O:35])=[O:34])(=[O:35])=[O:34]. Product: [Cl:1][C:2]1[CH:7]=[C:6]([Cl:8])[CH:5]=[CH:4][C:3]=1[C:9]([C:11]1[O:12][C:13]2[CH:23]=[C:22]([O:24][S:33]([C:32]([F:45])([F:44])[F:31])(=[O:35])=[O:34])[CH:21]=[CH:20][C:14]=2[C:15]=1[C:16]([F:19])([F:17])[F:18])=[O:10]. The catalyst class is: 2. (5) Reactant: [C:1]([NH:4][C:5]1[CH:10]=[C:9]([Cl:11])[CH:8]=[CH:7][C:6]=1/[CH:12]=[CH:13]/[C:14]([OH:16])=O)(=[O:3])[CH3:2].[Cl:17][C:18]1[CH:31]=[CH:30][C:21]([CH2:22][N:23]2[CH2:28][CH2:27][NH:26][CH:25]([CH3:29])[CH2:24]2)=[CH:20][CH:19]=1.CCN=C=NCCCN(C)C.C1C=CC2N(O)N=NC=2C=1. Product: [Cl:11][C:9]1[CH:8]=[CH:7][C:6](/[CH:12]=[CH:13]/[C:14]([N:26]2[CH2:27][CH2:28][N:23]([CH2:22][C:21]3[CH:30]=[CH:31][C:18]([Cl:17])=[CH:19][CH:20]=3)[CH2:24][CH:25]2[CH3:29])=[O:16])=[C:5]([NH:4][C:1](=[O:3])[CH3:2])[CH:10]=1. The catalyst class is: 3.